This data is from Forward reaction prediction with 1.9M reactions from USPTO patents (1976-2016). The task is: Predict the product of the given reaction. Given the reactants O=[CH:2][C@H:3]([C@@H:5]([C@@H:7]([CH2:9][OH:10])[OH:8])[OH:6])[OH:4].[NH:11]1[CH:18]=[CH:17][C:15]([NH2:16])=[N:14][C:12]1=[O:13], predict the reaction product. The product is: [CH:17]1[C:15]([NH2:16])=[N:14][C:12](=[O:13])[N:11]([C@@H:2]2[O:8][C@H:7]([CH2:9][OH:10])[C@@H:5]([OH:6])[C@@H:3]2[OH:4])[CH:18]=1.